Dataset: Full USPTO retrosynthesis dataset with 1.9M reactions from patents (1976-2016). Task: Predict the reactants needed to synthesize the given product. (1) Given the product [OH:27][C:16]1[CH:17]=[C:18]([N:21]2[CH2:26][CH2:25][O:24][CH2:23][CH2:22]2)[CH:19]=[CH:20][C:15]=1[C:14]([NH:2][CH3:1])=[O:13], predict the reactants needed to synthesize it. The reactants are: [CH3:1][NH2:2].O1CCCC1.C[Al](C)C.C[O:13][C:14](=O)[C:15]1[CH:20]=[CH:19][C:18]([N:21]2[CH2:26][CH2:25][O:24][CH2:23][CH2:22]2)=[CH:17][C:16]=1[OH:27]. (2) Given the product [Br:8][C:5]1[N:6]=[CH:7][C:2]2[N:1]=[CH:18][N:9]([C:10]3[CH:17]=[CH:16][C:13]([C:14]#[N:15])=[CH:12][CH:11]=3)[C:3]=2[CH:4]=1, predict the reactants needed to synthesize it. The reactants are: [NH2:1][C:2]1[C:3]([NH:9][C:10]2[CH:17]=[CH:16][C:13]([C:14]#[N:15])=[CH:12][CH:11]=2)=[CH:4][C:5]([Br:8])=[N:6][CH:7]=1.[CH2:18](OC(OCC)OCC)C. (3) Given the product [C:27]([OH:29])([C:26]([F:31])([F:30])[F:25])=[O:28].[CH3:24][O:23][C:21]([C:10]1[CH:11]=[C:12]([CH:20]=[C:8]([C:5]2[CH:4]=[CH:3][C:2]([CH3:1])=[CH:7][N:6]=2)[CH:9]=1)[C:13]([OH:15])=[O:14])=[O:22], predict the reactants needed to synthesize it. The reactants are: [CH3:1][C:2]1[CH:3]=[CH:4][C:5]([C:8]2[CH:9]=[C:10]([C:21]([O:23][CH3:24])=[O:22])[CH:11]=[C:12]([CH:20]=2)[C:13]([O:15]C(C)(C)C)=[O:14])=[N:6][CH:7]=1.[F:25][C:26]([F:31])([F:30])[C:27]([OH:29])=[O:28]. (4) Given the product [CH:1]1([C@@H:4]([C:11]2[CH:16]=[CH:15][C:14]([CH2:17][CH2:18][C@H:19]([C:21]3[CH:22]=[CH:23][C:24]([C:27]4[CH:32]=[C:31]([O:33][CH3:34])[CH:30]=[CH:29][C:28]=4[F:35])=[CH:25][CH:26]=3)[OH:20])=[C:13]([OH:36])[CH:12]=2)[C@H:5]([CH3:10])[C:6]([O:8][CH3:9])=[O:7])[CH2:3][CH2:2]1, predict the reactants needed to synthesize it. The reactants are: [CH:1]1([C@@H:4]([C:11]2[CH:16]=[CH:15][C:14]([CH2:17][CH2:18][C:19]([C:21]3[CH:26]=[CH:25][C:24]([C:27]4[CH:32]=[C:31]([O:33][CH3:34])[CH:30]=[CH:29][C:28]=4[F:35])=[CH:23][CH:22]=3)=[O:20])=[C:13]([OH:36])[CH:12]=2)[C@H:5]([CH3:10])[C:6]([O:8][CH3:9])=[O:7])[CH2:3][CH2:2]1.C(N(CC)CC)C.C(O)=O. (5) The reactants are: [CH2:1]([O:3][C:4]([C:6]1[C:15]2[C:10](=[CH:11][CH:12]=[CH:13][CH:14]=2)[C:9](F)=[CH:8][CH:7]=1)=[O:5])[CH3:2].[NH:17]1[CH2:21][CH2:20][CH2:19][CH2:18]1. Given the product [CH2:1]([O:3][C:4]([C:6]1[C:15]2[C:10](=[CH:11][CH:12]=[CH:13][CH:14]=2)[C:9]([N:17]2[CH2:21][CH2:20][CH2:19][CH2:18]2)=[CH:8][CH:7]=1)=[O:5])[CH3:2], predict the reactants needed to synthesize it.